From a dataset of Reaction yield outcomes from USPTO patents with 853,638 reactions. Predict the reaction yield, written as a fraction of the theoretical maximum amount of product (1.0 means a 100% yield; for example, 0.34 means a 34% yield). The reactants are [NH2:1][C@@H:2]1[CH2:7][CH2:6][C@H:5]([C:8]2[CH:9]=[C:10]([CH:16]=[CH:17][CH:18]=2)[C:11]([O:13][CH2:14][CH3:15])=[O:12])[CH2:4][CH2:3]1.[Cl:19][C:20]1[N:21]=[C:22]([C:27](O)=[O:28])[NH:23][C:24]=1[CH2:25][CH3:26].ON1C2C=CC=CC=2N=N1.Cl.C(N=C=NCCCN(C)C)C.C(N(CC)CC)C. The catalyst is CN(C)C(=O)C.ClCCl.O.C(O)(C(F)(F)F)=O.C(OCC)(=O)C. The product is [Cl:19][C:20]1[N:21]=[C:22]([C:27]([NH:1][C@@H:2]2[CH2:7][CH2:6][C@H:5]([C:8]3[CH:9]=[C:10]([CH:16]=[CH:17][CH:18]=3)[C:11]([O:13][CH2:14][CH3:15])=[O:12])[CH2:4][CH2:3]2)=[O:28])[NH:23][C:24]=1[CH2:25][CH3:26]. The yield is 0.530.